Predict the reactants needed to synthesize the given product. From a dataset of Full USPTO retrosynthesis dataset with 1.9M reactions from patents (1976-2016). Given the product [I:27][C:3]1[N:4]2[N:5]=[C:6]([C:10]3[CH:15]=[CH:14][C:13]([C:16]([N:18]4[CH2:19][CH2:20][O:21][CH2:22][CH2:23]4)=[O:17])=[C:12]([N+:24]([O-:26])=[O:25])[CH:11]=3)[CH:7]=[CH:8][C:9]2=[N:1][CH:2]=1, predict the reactants needed to synthesize it. The reactants are: [N:1]1[CH:2]=[CH:3][N:4]2[C:9]=1[CH:8]=[CH:7][C:6]([C:10]1[CH:15]=[CH:14][C:13]([C:16]([N:18]3[CH2:23][CH2:22][O:21][CH2:20][CH2:19]3)=[O:17])=[C:12]([N+:24]([O-:26])=[O:25])[CH:11]=1)=[N:5]2.[I:27]N1C(=O)CCC1=O.